From a dataset of Forward reaction prediction with 1.9M reactions from USPTO patents (1976-2016). Predict the product of the given reaction. Given the reactants C(OC(=O)[NH:7][C:8]1[CH:13]=[CH:12][C:11]([Cl:14])=[CH:10][C:9]=1[NH:15][C:16](=[O:33])[CH2:17][C:18]([C:20]1[CH:25]=[CH:24][CH:23]=[C:22]([C:26]2[C:27]([CH3:32])=[N:28][CH:29]=[CH:30][CH:31]=2)[CH:21]=1)=O)(C)(C)C.C(O)(C(F)(F)F)=O, predict the reaction product. The product is: [Cl:14][C:11]1[CH:12]=[CH:13][C:8]2[N:7]=[C:18]([C:20]3[CH:25]=[CH:24][CH:23]=[C:22]([C:26]4[C:27]([CH3:32])=[N:28][CH:29]=[CH:30][CH:31]=4)[CH:21]=3)[CH2:17][C:16](=[O:33])[NH:15][C:9]=2[CH:10]=1.